Dataset: Full USPTO retrosynthesis dataset with 1.9M reactions from patents (1976-2016). Task: Predict the reactants needed to synthesize the given product. (1) Given the product [C:31]([C:34]1[CH:39]=[C:38]([CH:37]=[CH:36][CH:35]=1)[O:1][CH:2]([C:23]1[CH:24]=[CH:25][C:26]([O:29][CH3:30])=[CH:27][CH:28]=1)[CH2:3][CH2:4][N:5]1[CH2:10][CH2:9][CH:8]([C:11]2[CH:12]=[C:13]([NH:17][C:18](=[O:22])[CH:19]([CH3:21])[CH3:20])[CH:14]=[CH:15][CH:16]=2)[CH2:7][CH2:6]1)(=[O:33])[CH3:32], predict the reactants needed to synthesize it. The reactants are: [OH:1][CH:2]([C:23]1[CH:28]=[CH:27][C:26]([O:29][CH3:30])=[CH:25][CH:24]=1)[CH2:3][CH2:4][N:5]1[CH2:10][CH2:9][CH:8]([C:11]2[CH:12]=[C:13]([NH:17][C:18](=[O:22])[CH:19]([CH3:21])[CH3:20])[CH:14]=[CH:15][CH:16]=2)[CH2:7][CH2:6]1.[C:31]([C:34]1[CH:35]=[C:36](O)[CH:37]=[CH:38][CH:39]=1)(=[O:33])[CH3:32]. (2) Given the product [NH2:26][C:27]1[N:32]=[C:31]([NH:1][C@H:2]([C:4]2[N:9]=[C:8]3[CH:10]=[CH:11][N:12]([CH3:13])[C:7]3=[CH:6][C:5]=2[C@@H:14]2[CH2:18][CH2:17][N:16]([C:19]([O:21][C:22]([CH3:24])([CH3:23])[CH3:25])=[O:20])[CH2:15]2)[CH3:3])[C:30]([C:34]#[N:35])=[C:29]([CH3:36])[N:28]=1, predict the reactants needed to synthesize it. The reactants are: [NH2:1][C@H:2]([C:4]1[N:9]=[C:8]2[CH:10]=[CH:11][N:12]([CH3:13])[C:7]2=[CH:6][C:5]=1[CH:14]1[CH2:18][CH2:17][N:16]([C:19]([O:21][C:22]([CH3:25])([CH3:24])[CH3:23])=[O:20])[CH2:15]1)[CH3:3].[NH2:26][C:27]1[N:32]=[C:31](Cl)[C:30]([C:34]#[N:35])=[C:29]([CH3:36])[N:28]=1.C(N(CC)CC)C.